From a dataset of Full USPTO retrosynthesis dataset with 1.9M reactions from patents (1976-2016). Predict the reactants needed to synthesize the given product. (1) Given the product [ClH:46].[C:27]([N:23]1[C:24]2[C:19](=[CH:18][C:17]([C:15]3[CH:14]=[N:13][N:12]([CH2:11][CH2:10][NH:6][CH3:5])[CH:16]=3)=[CH:26][CH:25]=2)[C@H:20]([NH:31][C:32]2[CH:37]=[C:36]([CH3:38])[CH:35]=[CH:34][N:33]=2)[CH2:21][C@@H:22]1[CH3:30])(=[O:29])[CH3:28], predict the reactants needed to synthesize it. The reactants are: CC([CH2:5][N:6]([CH2:10][CH2:11][N:12]1[CH:16]=[C:15]([C:17]2[CH:18]=[C:19]3[C:24](=[CH:25][CH:26]=2)[N:23]([C:27](=[O:29])[CH3:28])[C@@H:22]([CH3:30])[CH2:21][C@H:20]3[NH:31][C:32]2[CH:37]=[C:36]([CH3:38])[CH:35]=[CH:34][N:33]=2)[CH:14]=[N:13]1)C(=O)[O-])(C)C.FC(F)(F)C(O)=O.[ClH:46].CCOCC. (2) Given the product [Cl:24][C:21]1[N:20]=[CH:19][C:18]([C:9]2[O:8][C:4]3[N:5]=[CH:6][N:7]=[C:2]([N:25]4[CH2:30][CH2:29][CH:28]([OH:31])[CH2:27][CH2:26]4)[C:3]=3[C:10]=2[C:11]2[CH:16]=[CH:15][C:14]([F:17])=[CH:13][CH:12]=2)=[CH:23][CH:22]=1, predict the reactants needed to synthesize it. The reactants are: Cl[C:2]1[C:3]2[C:10]([C:11]3[CH:16]=[CH:15][C:14]([F:17])=[CH:13][CH:12]=3)=[C:9]([C:18]3[CH:19]=[N:20][C:21]([Cl:24])=[CH:22][CH:23]=3)[O:8][C:4]=2[N:5]=[CH:6][N:7]=1.[NH:25]1[CH2:30][CH2:29][CH:28]([OH:31])[CH2:27][CH2:26]1. (3) Given the product [NH2:1][C:2]1[N:3]=[CH:4][C:5](/[CH:12]=[CH:11]/[C:10]([O:14][CH2:15][CH3:16])=[O:13])=[C:6]([CH3:8])[CH:7]=1, predict the reactants needed to synthesize it. The reactants are: [NH2:1][C:2]1[CH:7]=[C:6]([CH3:8])[C:5](Br)=[CH:4][N:3]=1.[C:10]([O:14][CH2:15][CH3:16])(=[O:13])[CH:11]=[CH2:12].CCN(C(C)C)C(C)C.C1(C)C=CC=CC=1P(C1C=CC=CC=1C)C1C=CC=CC=1C. (4) Given the product [Cl:1][C:2]1[CH:7]=[CH:6][CH:5]=[CH:4][C:3]=1[CH:8]([C:19]1[CH:28]=[CH:27][C:22]([C:23]([O:25][CH3:26])=[O:24])=[C:21]([F:29])[CH:20]=1)[CH2:9][C:10]([C:11]1[CH:16]=[CH:15][C:14](=[O:17])[N:13]([CH3:32])[CH:12]=1)=[O:18], predict the reactants needed to synthesize it. The reactants are: [Cl:1][C:2]1[CH:7]=[CH:6][CH:5]=[CH:4][C:3]=1[CH:8]([C:19]1[CH:28]=[CH:27][C:22]([C:23]([O:25][CH3:26])=[O:24])=[C:21]([F:29])[CH:20]=1)[CH2:9][C:10](=[O:18])[C:11]1[CH:16]=[CH:15][C:14](=[O:17])[NH:13][CH:12]=1.IC.[C:32](=O)([O-])[O-].[K+].[K+]. (5) Given the product [CH3:30][N:28]([CH3:29])[C:25]1[CH:24]=[CH:23][C:22]([C:21]([N:14]2[C:15]3[C:20](=[CH:19][CH:18]=[CH:17][CH:16]=3)[C@H:11]([NH2:10])[CH2:12][C@@H:13]2[CH3:32])=[O:31])=[CH:27][CH:26]=1, predict the reactants needed to synthesize it. The reactants are: C(OC(=O)[NH:10][C@H:11]1[C:20]2[C:15](=[CH:16][CH:17]=[CH:18][CH:19]=2)[N:14]([C:21](=[O:31])[C:22]2[CH:27]=[CH:26][C:25]([N:28]([CH3:30])[CH3:29])=[CH:24][CH:23]=2)[C@@H:13]([CH3:32])[CH2:12]1)C1C=CC=CC=1. (6) Given the product [C:9]([O:8][C:6](=[O:7])[NH:5][CH2:4][C:3]([NH:15][NH2:16])=[O:2])([CH3:12])([CH3:11])[CH3:10], predict the reactants needed to synthesize it. The reactants are: C[O:2][C:3](=O)[CH2:4][NH:5][C:6]([O:8][C:9]([CH3:12])([CH3:11])[CH3:10])=[O:7].O.[NH2:15][NH2:16]. (7) Given the product [CH2:1]([N:3]1[C:7](=[O:8])[CH:6]([C:9]([C:11]2[C:12]([C:24]([F:26])([F:27])[F:25])=[N:13][C:14]3[C:19]([CH:20]=2)=[CH:18][CH:17]=[C:16]([OH:21])[N:15]=3)=[O:10])[CH:5]=[N:4]1)[CH3:2], predict the reactants needed to synthesize it. The reactants are: [CH2:1]([N:3]1[C:7](=[O:8])[CH:6]([C:9]([C:11]2[C:12]([C:24]([F:27])([F:26])[F:25])=[N:13][C:14]3[C:19]([CH:20]=2)=[CH:18][CH:17]=[C:16]([O:21]CC)[N:15]=3)=[O:10])[CH:5]=[N:4]1)[CH3:2].Cl. (8) The reactants are: [Cl:1][C:2]1[N:7]=[C:6]([C:8](OC)=[O:9])[CH:5]=[CH:4][N:3]=1.[H-].C([Al+]CC(C)C)C(C)C.C(O)(=O)CC(CC(O)=O)(C(O)=O)O. Given the product [Cl:1][C:2]1[N:7]=[C:6]([CH2:8][OH:9])[CH:5]=[CH:4][N:3]=1, predict the reactants needed to synthesize it. (9) Given the product [C:1]([O:5][C:6]([CH:8]1[CH:14]([NH:32][C:36]([N:63]([CH2:56][C:57]2[CH:62]=[CH:61][CH:60]=[CH:59][CH:58]=2)[CH2:64][C:65]2[CH:70]=[CH:69][CH:68]=[CH:67][CH:66]=2)=[O:46])[CH2:13][CH:12]=[CH:11][CH2:10][N:9]1[S:18]([C:21]1[CH:22]=[CH:23][C:24]([O:27][CH3:28])=[CH:25][CH:26]=1)(=[O:19])=[O:20])=[O:7])([CH3:4])([CH3:3])[CH3:2], predict the reactants needed to synthesize it. The reactants are: [C:1]([O:5][C:6]([CH:8]1[CH:14](C(O)=O)[CH2:13][CH:12]=[CH:11][CH2:10][N:9]1[S:18]([C:21]1[CH:26]=[CH:25][C:24]([O:27][CH3:28])=[CH:23][CH:22]=1)(=[O:20])=[O:19])=[O:7])([CH3:4])([CH3:3])[CH3:2].C([N:32]([CH2:36]CC)CCC)CC.C1(P(N=[N+]=[N-])(C2C=CC=CC=2)=[O:46])C=CC=CC=1.[CH2:56]([NH:63][CH2:64][C:65]1[CH:70]=[CH:69][CH:68]=[CH:67][CH:66]=1)[C:57]1[CH:62]=[CH:61][CH:60]=[CH:59][CH:58]=1.